The task is: Predict the product of the given reaction.. This data is from Forward reaction prediction with 1.9M reactions from USPTO patents (1976-2016). (1) Given the reactants Br[C:2]1[S:6][C:5]([N:7]2[CH2:15][CH:14]3[CH2:16][N:10]4[CH2:11][CH:12]([CH2:17][CH:8]2[CH2:9]4)[CH2:13]3)=[N:4][CH:3]=1.[CH3:18][C:19]1[CH:24]=[CH:23][C:22](B(O)O)=[CH:21][CH:20]=1, predict the reaction product. The product is: [CH3:18][C:19]1[CH:24]=[CH:23][C:22]([C:2]2[S:6][C:5]([N:7]3[CH2:15][CH:14]4[CH2:16][N:10]5[CH2:11][CH:12]([CH2:17][CH:8]3[CH2:9]5)[CH2:13]4)=[N:4][CH:3]=2)=[CH:21][CH:20]=1. (2) Given the reactants [Cl-:1].[Cr+3:2].N1C2C=CC=CC=2N=C1CNCC1NC2C=CC=CC=2N=1.[Cl-].[Cl-].[NH:26]1[C:30]2[CH:31]=[CH:32][CH:33]=[CH:34][C:29]=2[N:28]=[C:27]1[C@H:35]1[NH:40][C@@H:39]([C:41]2[NH:45][C:44]3[CH:46]=[CH:47][CH:48]=[CH:49][C:43]=3[N:42]=2)[CH2:38][CH2:37][CH2:36]1.[K+].[Br-], predict the reaction product. The product is: [Cl-:1].[Cr+3:2].[NH:26]1[C:30]2[CH:31]=[CH:32][CH:33]=[CH:34][C:29]=2[N:28]=[C:27]1[CH:35]1[NH:40][CH:39]([C:41]2[NH:42][C:43]3[CH:49]=[CH:48][CH:47]=[CH:46][C:44]=3[N:45]=2)[CH2:38][CH2:37][CH2:36]1.[Cl-:1].[Cl-:1].